The task is: Predict the reactants needed to synthesize the given product.. This data is from Full USPTO retrosynthesis dataset with 1.9M reactions from patents (1976-2016). (1) Given the product [CH3:1][C:2]1[N:3]=[C:4]([NH:7][C:8]([C:10]2[C:15]([NH:16][C:17]3[CH:18]=[N:19][CH:20]=[CH:21][C:22]=3[CH3:25])=[CH:14][CH:13]=[C:12]([CH3:23])[N:11]=2)=[O:9])[S:5][CH:6]=1, predict the reactants needed to synthesize it. The reactants are: [CH3:1][C:2]1[N:3]=[C:4]([NH:7][C:8]([C:10]2[C:15]([NH:16][C:17]3[CH:18]=[N:19][CH:20]=[CH:21][CH:22]=3)=[CH:14][CH:13]=[C:12]([CH3:23])[N:11]=2)=[O:9])[S:5][CH:6]=1.Br[C:25]1C=NC=CC=1C. (2) Given the product [C:46]([O:45][C@@H:40]([C:4]1[C:3]([CH3:50])=[C:2]([CH:51]=[CH2:52])[C:31]2=[N:32][C:28]3=[CH:29][N:30]2[C:5]=1[N:6]1[CH2:7][CH2:8][C:9]([CH3:39])([O:10][CH2:11][CH2:12][CH2:13][CH2:14][C@H:15]([CH3:36])[O:16][C:17]2[CH:18]=[C:19]([F:35])[C:20]([F:34])=[CH:21][C:22]=2[C:23]2[CH:33]=[C:27]3[CH:26]=[CH:25][CH:24]=2)[CH2:37][CH2:38]1)[C:41]([O:43][CH3:44])=[O:42])([CH3:48])([CH3:49])[CH3:47], predict the reactants needed to synthesize it. The reactants are: Br[C:2]1[C:31]2=[N:32][C:28]3=[CH:29][N:30]2[C:5]([N:6]2[CH2:38][CH2:37][C:9]([CH3:39])([O:10][CH2:11][CH2:12][CH2:13][CH2:14][C@H:15]([CH3:36])[O:16][C:17]4[CH:18]=[C:19]([F:35])[C:20]([F:34])=[CH:21][C:22]=4[C:23]4[CH:33]=[C:27]3[CH:26]=[CH:25][CH:24]=4)[CH2:8][CH2:7]2)=[C:4]([C@H:40]([O:45][C:46]([CH3:49])([CH3:48])[CH3:47])[C:41]([O:43][CH3:44])=[O:42])[C:3]=1[CH3:50].[C:51](O[C@@H](C1C(C)=C(C=C)C2=NC3=CN2C=1N1CCC(C)(OCCCC[C@H](C)OC2C=CC(F)=CC=2C2C=C3C=CC=2)CC1)C(OC)=O)(C)(C)[CH3:52].